From a dataset of Full USPTO retrosynthesis dataset with 1.9M reactions from patents (1976-2016). Predict the reactants needed to synthesize the given product. (1) Given the product [CH3:15][N:8]1[C:7]2[CH:13]=[CH:14][C:4]([N+:1]([O-:3])=[O:2])=[CH:5][C:6]=2[S:11][CH2:10][C:9]1=[O:12], predict the reactants needed to synthesize it. The reactants are: [N+:1]([C:4]1[CH:14]=[CH:13][C:7]2[NH:8][C:9](=[O:12])[CH2:10][S:11][C:6]=2[CH:5]=1)([O-:3])=[O:2].[C:15](=O)([O-])[O-].[K+].[K+].IC.O. (2) Given the product [C:20]([O:8][C:5]1[CH:6]=[CH:7][C:2]([CH3:1])=[C:3]([C:9]([F:10])([F:11])[F:12])[CH:4]=1)(=[O:22])[CH3:21], predict the reactants needed to synthesize it. The reactants are: [CH3:1][C:2]1[CH:7]=[CH:6][C:5]([OH:8])=[CH:4][C:3]=1[C:9]([F:12])([F:11])[F:10].C(N(CC)CC)C.[C:20](OC(=O)C)(=[O:22])[CH3:21]. (3) The reactants are: C([SnH](CCCC)CCCC)CCC.N(C(C)(C)C#N)=NC(C)(C)C#N.Br[CH2:27][CH2:28][C:29]([N:31]1[CH:36]=[CH:35][C:34](=[O:37])[CH2:33][CH:32]1[C:38]1[CH:43]=[CH:42][C:41]([F:44])=[CH:40][CH:39]=1)=[O:30].O. Given the product [F:44][C:41]1[CH:42]=[CH:43][C:38]([CH:32]2[CH2:33][C:34](=[O:37])[CH2:35][CH:36]3[N:31]2[C:29](=[O:30])[CH2:28][CH2:27]3)=[CH:39][CH:40]=1, predict the reactants needed to synthesize it. (4) Given the product [Cl:1][C:2]1[CH:18]=[C:17]([Cl:19])[CH:16]=[CH:15][C:3]=1[CH2:4][NH:5][C:6]([C:7]1[CH:12]=[CH:11][N:10]([CH2:20][CH3:21])[C:9](=[O:13])[CH:8]=1)=[O:14], predict the reactants needed to synthesize it. The reactants are: [Cl:1][C:2]1[CH:18]=[C:17]([Cl:19])[CH:16]=[CH:15][C:3]=1[CH2:4][NH:5][C:6](=[O:14])[C:7]1[CH:12]=[CH:11][N:10]=[C:9]([OH:13])[CH:8]=1.[CH2:20](I)[CH3:21].C(=O)([O-])[O-].[K+].[K+]. (5) Given the product [NH:45]1[C:44]2[CH:48]=[CH:49][C:41]([C:28]3[CH:27]=[CH:26][C:25]([C:13]4[N:12]([CH2:11][C@@H:8]5[CH2:9][CH2:10][N:6]([C:4]([CH:1]6[CH2:2][CH2:3]6)=[O:5])[CH2:7]5)[C:16]5[CH:17]=[CH:18][C:19]([C:21]([F:22])([F:24])[F:23])=[CH:20][C:15]=5[N:14]=4)=[CH:30][CH:29]=3)=[CH:42][C:43]=2[N:47]=[CH:46]1, predict the reactants needed to synthesize it. The reactants are: [CH:1]1([C:4]([N:6]2[CH2:10][CH2:9][C@@H:8]([CH2:11][N:12]3[C:16]4[CH:17]=[CH:18][C:19]([C:21]([F:24])([F:23])[F:22])=[CH:20][C:15]=4[N:14]=[C:13]3[C:25]3[CH:30]=[CH:29][C:28](B4OC(C)(C)C(C)(C)O4)=[CH:27][CH:26]=3)[CH2:7]2)=[O:5])[CH2:3][CH2:2]1.Br[C:41]1[CH:49]=[CH:48][C:44]2[NH:45][CH:46]=[N:47][C:43]=2[CH:42]=1.C(=O)([O-])[O-].[K+].[K+]. (6) Given the product [F:24][C:21]1[CH:22]=[CH:23][C:18]([C:17]2[CH:16]=[CH:15][N:14]=[CH:13][C:12]=2[N:10]([CH3:11])[C:8](=[O:9])[C:7]2[CH:27]=[C:28]([C:30]([F:32])([F:33])[F:31])[CH:29]=[C:5]([S:4][CH2:3][CH2:2][NH:1][S:44]([CH3:43])(=[O:46])=[O:45])[CH:6]=2)=[C:19]([O:25][CH3:26])[CH:20]=1, predict the reactants needed to synthesize it. The reactants are: [NH2:1][CH2:2][CH2:3][S:4][C:5]1[CH:6]=[C:7]([CH:27]=[C:28]([C:30]([F:33])([F:32])[F:31])[CH:29]=1)[C:8]([N:10]([C:12]1[CH:13]=[N:14][CH:15]=[CH:16][C:17]=1[C:18]1[CH:23]=[CH:22][C:21]([F:24])=[CH:20][C:19]=1[O:25][CH3:26])[CH3:11])=[O:9].CCN(C(C)C)C(C)C.[CH3:43][S:44](Cl)(=[O:46])=[O:45].[NH4+].[Cl-]. (7) The reactants are: C(OC(=O)[NH:7][C@@H:8]1[CH2:12][CH2:11][N:10]([C:13]2[N:21]=[C:20]3[C:16]([N:17]=[CH:18][N:19]3[C@@H:22]3[CH2:26][C@H:25]([N:27]4[N:31]=[N:30][C:29]([CH2:32][CH3:33])=[N:28]4)[C@@H:24]([OH:34])[C@H:23]3[OH:35])=[C:15]([NH:36][CH2:37][CH:38]([C:46]3[CH:51]=[CH:50][C:49]([OH:52])=[CH:48][CH:47]=3)[C:39]3[CH:44]=[CH:43][C:42]([OH:45])=[CH:41][CH:40]=3)[N:14]=2)[CH2:9]1)(C)(C)C.FC(F)(F)C(O)=O.C(OC(N1CCN(C2CCN(C3N=C4C(N=CN4[C@@H]4C[C@H](N5C=C(CO)C=N5)[C@@H](O)[C@H]4O)=C(NCC(C4C=CC=CC=4)C4C=CC=CC=4)N=3)C2)CC1)=O)C1C=CC=CC=1. Given the product [NH2:7][C@@H:8]1[CH2:12][CH2:11][N:10]([C:13]2[N:21]=[C:20]3[C:16]([N:17]=[CH:18][N:19]3[C@@H:22]3[CH2:26][C@H:25]([N:27]4[N:31]=[N:30][C:29]([CH2:32][CH3:33])=[N:28]4)[C@@H:24]([OH:34])[C@H:23]3[OH:35])=[C:15]([NH:36][CH2:37][CH:38]([C:39]3[CH:44]=[CH:43][C:42]([OH:45])=[CH:41][CH:40]=3)[C:46]3[CH:51]=[CH:50][C:49]([OH:52])=[CH:48][CH:47]=3)[N:14]=2)[CH2:9]1, predict the reactants needed to synthesize it. (8) Given the product [ClH:1].[N:2]12[CH2:9][CH2:8][CH:5]([CH2:6][CH2:7]1)[C@@H:4]([NH:10][C:11]([C:13]1[S:14][C:15]3[CH:21]=[C:20]([C:29]4[CH:28]=[CH:27][CH:26]=[C:25]([CH:23]=[O:24])[CH:30]=4)[CH:19]=[CH:18][C:16]=3[CH:17]=1)=[O:12])[CH2:3]2, predict the reactants needed to synthesize it. The reactants are: [ClH:1].[N:2]12[CH2:9][CH2:8][CH:5]([CH2:6][CH2:7]1)[C@@H:4]([NH:10][C:11]([C:13]1[S:14][C:15]3[CH:21]=[C:20](Br)[CH:19]=[CH:18][C:16]=3[CH:17]=1)=[O:12])[CH2:3]2.[CH:23]([C:25]1[CH:26]=[C:27](B(O)O)[CH:28]=[CH:29][CH:30]=1)=[O:24].C(=O)([O-])[O-].[Na+].[Na+].